Task: Predict the reactants needed to synthesize the given product.. Dataset: Full USPTO retrosynthesis dataset with 1.9M reactions from patents (1976-2016) Given the product [CH3:10][N:11]([CH3:12])[CH:23]([C:28]1[C:29](=[O:37])[C:30]([OH:36])=[C:31]([CH3:35])[N:32]([CH3:34])[CH:33]=1)[C:24]([F:27])([F:26])[F:25], predict the reactants needed to synthesize it. The reactants are: C(OC1C(=O)C=[CH:12][N:11](CC(F)(F)F)[CH:10]=1)C1C=CC=CC=1.Cl.Cl[CH:23]([C:28]1[C:29](=[O:37])[C:30]([OH:36])=[C:31]([CH3:35])[N:32]([CH3:34])[CH:33]=1)[C:24]([F:27])([F:26])[F:25].CNC.O.